Predict the reaction yield, written as a fraction of the theoretical maximum amount of product (1.0 means a 100% yield; for example, 0.34 means a 34% yield). From a dataset of Reaction yield outcomes from USPTO patents with 853,638 reactions. (1) The reactants are I[C:2]1[C:10]2[C:5](=[N:6][CH:7]=[C:8]([C:11]3[CH:12]=[C:13]([O:30][CH3:31])[C:14]([N:17]4[CH2:22][CH2:21][N:20]([C:23]([O:25][C:26]([CH3:29])([CH3:28])[CH3:27])=[O:24])[CH2:19][CH2:18]4)=[N:15][CH:16]=3)[CH:9]=2)[N:4]([S:32]([C:35]2[CH:41]=[CH:40][C:38]([CH3:39])=[CH:37][CH:36]=2)(=[O:34])=[O:33])[CH:3]=1.[F:42][C:43]1[CH:44]=[C:45]([CH:61]=[CH:62][CH:63]=1)[CH2:46][N:47]1[CH:51]=[C:50](B2OC(C)(C)C(C)(C)O2)[CH:49]=[N:48]1.C(=O)([O-])[O-].[Na+].[Na+]. The catalyst is C1(C)C=CC=CC=1.C(O)C.O.C1C=CC(P(C2C=CC=CC=2)[C-]2C=CC=C2)=CC=1.C1C=CC(P(C2C=CC=CC=2)[C-]2C=CC=C2)=CC=1.Cl[Pd]Cl.[Fe+2]. The product is [F:42][C:43]1[CH:44]=[C:45]([CH:61]=[CH:62][CH:63]=1)[CH2:46][N:47]1[CH:51]=[C:50]([C:2]2[C:10]3[C:5](=[N:6][CH:7]=[C:8]([C:11]4[CH:12]=[C:13]([O:30][CH3:31])[C:14]([N:17]5[CH2:22][CH2:21][N:20]([C:23]([O:25][C:26]([CH3:29])([CH3:28])[CH3:27])=[O:24])[CH2:19][CH2:18]5)=[N:15][CH:16]=4)[CH:9]=3)[N:4]([S:32]([C:35]3[CH:41]=[CH:40][C:38]([CH3:39])=[CH:37][CH:36]=3)(=[O:34])=[O:33])[CH:3]=2)[CH:49]=[N:48]1. The yield is 0.700. (2) The reactants are [Br:1][C:2]1[CH:3]=[CH:4][C:5]2[N:6]([C:8]([C:11]([F:20])([F:19])[C:12]3[N:17]=[N:16][C:15]([NH2:18])=[CH:14][CH:13]=3)=[N:9][N:10]=2)[CH:7]=1.P([O-])([O-])(O)=O.[Na+].[Na+].Br[CH2:29][C:30]([NH:32][C:33]([CH:35]1[CH2:37][CH2:36]1)=[O:34])=O.[I-].[K+]. The catalyst is CN(C)C(=O)C.CCOC(C)=O. The product is [Br:1][C:2]1[CH:3]=[CH:4][C:5]2[N:6]([C:8]([C:11]([F:20])([F:19])[C:12]3[CH:13]=[CH:14][C:15]4[N:16]([CH:29]=[C:30]([NH:32][C:33]([CH:35]5[CH2:37][CH2:36]5)=[O:34])[N:18]=4)[N:17]=3)=[N:9][N:10]=2)[CH:7]=1. The yield is 0.485. (3) The reactants are [CH3:1][S:2]([NH:5][C:6]1[CH:7]=[C:8]2[C:12](=[CH:13][CH:14]=1)[C:11](=[O:15])[N:10]([CH2:16][C:17]([O:19][C:20]([CH3:23])([CH3:22])[CH3:21])=[O:18])[C:9]2=[O:24])(=[O:4])=[O:3].C([O-])([O-])=O.[K+].[K+].Br[CH2:32][CH2:33][OH:34]. The catalyst is C(#N)C. The product is [OH:34][CH2:33][CH2:32][N:5]([C:6]1[CH:7]=[C:8]2[C:12](=[CH:13][CH:14]=1)[C:11](=[O:15])[N:10]([CH2:16][C:17]([O:19][C:20]([CH3:21])([CH3:23])[CH3:22])=[O:18])[C:9]2=[O:24])[S:2]([CH3:1])(=[O:3])=[O:4]. The yield is 1.00. (4) The reactants are [CH:1]1([C:4]2[CH:32]=[C:31]([F:33])[C:7]3[C:8](=[O:30])[N:9]([CH2:13][C:14]4[CH:19]=[CH:18][C:17](B5OC(C)(C)C(C)(C)O5)=[CH:16][C:15]=4[F:29])[CH2:10][CH2:11][O:12][C:6]=3[CH:5]=2)[CH2:3][CH2:2]1.Cl[C:35]1[CH:40]=[CH:39][N:38]=[C:37]([NH2:41])[C:36]=1[N+:42]([O-])=O.[CH3:45][O:46][C:47]1[CH:48]=[CH:49][C:50]([CH:53]=O)=[N:51][CH:52]=1. No catalyst specified. The product is [CH:1]1([C:4]2[CH:32]=[C:31]([F:33])[C:7]3[C:8](=[O:30])[N:9]([CH2:13][C:14]4[CH:19]=[CH:18][C:17]([C:35]5[CH:40]=[CH:39][N:38]=[C:37]6[NH:41][C:53]([C:50]7[CH:49]=[CH:48][C:47]([O:46][CH3:45])=[CH:52][N:51]=7)=[N:42][C:36]=56)=[CH:16][C:15]=4[F:29])[CH2:10][CH2:11][O:12][C:6]=3[CH:5]=2)[CH2:3][CH2:2]1. The yield is 0.0800. (5) The reactants are [Cl:1][C:2]1[N:7]=[CH:6][C:5]([N:8]([CH3:23])[C:9](=[O:22])[C:10]([C:13]2[CH:18]=[C:17]([O:19]C)[CH:16]=[C:15]([Cl:21])[CH:14]=2)([CH3:12])[CH3:11])=[C:4]([C:24]2[CH:29]=[CH:28][CH:27]=[CH:26][C:25]=2[Cl:30])[CH:3]=1.C(Cl)Cl. The catalyst is O. The product is [Cl:1][C:2]1[N:7]=[CH:6][C:5]([N:8]([CH3:23])[C:9](=[O:22])[C:10]([C:13]2[CH:18]=[C:17]([OH:19])[CH:16]=[C:15]([Cl:21])[CH:14]=2)([CH3:11])[CH3:12])=[C:4]([C:24]2[CH:29]=[CH:28][CH:27]=[CH:26][C:25]=2[Cl:30])[CH:3]=1. The yield is 0.650.